From a dataset of Experimentally validated miRNA-target interactions with 360,000+ pairs, plus equal number of negative samples. Binary Classification. Given a miRNA mature sequence and a target amino acid sequence, predict their likelihood of interaction. (1) The miRNA is mmu-miR-218-5p with sequence UUGUGCUUGAUCUAACCAUGU. The protein sequence of the target gene is MGEDTDTRKINHSFLRDHSYVTEADVISTVEFNHTGELLATGDKGGRVVIFQREPESKNAPHSQGEYDVYSTFQSHEPEFDYLKSLEIEEKINKIKWLPQQNAAHSLLSTNDKTIKLWKITERDKRPEGYNLKDEEGKLKDLSTVTSLQVPVLKPMDLMVEVSPRRTFANGHTYHINSISVNSDCETYMSADDLRINLWHLAITDRSFNIVDIKPANMEDLTEVITASEFHPHHCNLFVYSSSKGSLRLCDMRAAALCDKHSKLFEEPEDPSNRSFFSEIISSVSDVKFSHSGRYMLTRD.... Result: 0 (no interaction). (2) The miRNA is dme-miR-2c-3p with sequence UAUCACAGCCAGCUUUGAUGGGC. The protein sequence of the target gene is MSKLGKFFKGGGSSKSRAAPSPQEALVRLRETEEMLGKKQEYLENRIQREIALAKKHGTQNKRAALQALKRKKRFEKQLTQIDGTLSTIEFQREALENSHTNTEVLRNMGFAAKAMKSVHENMDLNKIDDLMQEITEQQDIAQEISEAFSQRVGFGDDFDEDELMAELEELEQEELNKKMTNIRLPNVPSSSLPAQPNRKPGMSSTARRSRAASSQRAEEEDDDIKQLAAWAT. Result: 0 (no interaction). (3) The miRNA is hsa-miR-130a-3p with sequence CAGUGCAAUGUUAAAAGGGCAU. The protein sequence of the target gene is MPAGMTKHGSRSTSSLPPEPMEIVRSKACSRRVRLNVGGLAHEVLWRTLDRLPRTRLGKLRDCNTHDSLLEVCDDYSLDDNEYFFDRHPGAFTSILNFYRTGRLHMMEEMCALSFSQELDYWGIDEIYLESCCQARYHQKKEQMNEELKREAETLREREGEEFDNTCCAEKRKKLWDLLEKPNSSVAAKILAIISIMFIVLSTIALSLNTLPELQSLDEFGQSTDNPQLAHVEAVCIAWFTMEYLLRFLSSPKKWKFFKGPLNAIDLLAILPYYVTIFLTESNKSVLQFQNVRRVVQIFR.... Result: 1 (interaction). (4) The miRNA is hsa-miR-642b-5p with sequence GGUUCCCUCUCCAAAUGUGUCU. The protein sequence of the target gene is MDLPVDEWKSYLLQKWASLPTSVQVTISTAETLRDIFLHSSSLLQPEDELFLKRLSKGYLVGKDSDAPLFYREEGNKKFQEKDYTGAAVLYSKGVSHSRPNTEDMSLCHANRSAALFHLGQYETCLKDINRAQTHGYPERLQPKIMLRKAECLVALGRLQEASQTISDLERNFTATPALADVLPQTLQRNLHRLKMKMQEKDSLTESFPAALAKTLEDAALREENEQLSNASSSIGLCVDPLKGRCLVATKDILPGELLVQEDAFVSVLNPGELPPPHHGLDSKWDTRVTNGDLYCHRCL.... Result: 0 (no interaction). (5) The miRNA is hsa-miR-1265 with sequence CAGGAUGUGGUCAAGUGUUGUU. The protein sequence of the target gene is MKQPNRKRKLNMDSKERLDQDGRLEQAEEEKKPKDSTTPLSHVPSAAAQGAWSWEWYLKEQKAVAAPVELFSKDQSFPEHENGFQIGMRLEGIDPRHPSVFCVLSVAEVCGYRLRLHFDGYLSCYDFWTNAGSPDIHPVGWCEKTKHELHIPKGYRKDKFVWMDYLKACKLQNAPKKLFRNRSPNGPMSKEFQVGMKLEAVDRKNPSLVCVATIADIVEDRLLVHFDNWDDSYDYWCDVNSPYVQPVGWCQENGRTLIAPQGYPNPENFSWTEYLEATQTNAVPAKVFKMRLPHGFLPNM.... Result: 0 (no interaction). (6) The miRNA is hsa-miR-98-5p with sequence UGAGGUAGUAAGUUGUAUUGUU. The protein sequence of the target gene is MNWSHSCISFCWIYFAASRLRAAETADGKYAQKLFNDLFEDYSNALRPVEDTDKVLNVTLQITLSQIKDMDERNQILTAYLWIRQIWHDAYLTWDRDQYDGLDSIRIPSDLVWRPDIVLYNKADDESSEPVNTNVVLRYDGLITWDAPAITKSSCVVDVTYFPFDNQQCNLTFGSWTYNGNQVDIFNALDSGDLSDFIEDVEWEVHGMPAVKNVISYGCCSEPYPDVTFTLLLKRRSSFYIVNLLIPCVLISFLAPLSFYLPAASGEKVSLGVTILLAMTVFQLMVAEIMPASENVPLIG.... Result: 1 (interaction).